The task is: Predict which catalyst facilitates the given reaction.. This data is from Catalyst prediction with 721,799 reactions and 888 catalyst types from USPTO. (1) Reactant: [Cl:1][C:2]1[C:10]([Cl:11])=[C:9]([F:12])[CH:8]=[CH:7][C:3]=1[C:4](O)=[O:5].O[N:14]1C2C=CC=CC=2N=N1.Cl.CN(C)CCCN=C=NCC.C(N(CC)CC)C.[OH-].[NH4+]. Product: [Cl:1][C:2]1[C:10]([Cl:11])=[C:9]([F:12])[CH:8]=[CH:7][C:3]=1[C:4]([NH2:14])=[O:5]. The catalyst class is: 4. (2) Reactant: [I:1][C:2]1[CH:7]=[CH:6][C:5]([CH2:8][CH2:9]O)=[CH:4][CH:3]=1.S(Cl)([Cl:13])=O. Product: [I:1][C:2]1[CH:7]=[CH:6][C:5]([CH2:8][CH2:9][Cl:13])=[CH:4][CH:3]=1. The catalyst class is: 22.